This data is from Reaction yield outcomes from USPTO patents with 853,638 reactions. The task is: Predict the reaction yield, written as a fraction of the theoretical maximum amount of product (1.0 means a 100% yield; for example, 0.34 means a 34% yield). The reactants are [OH:1][C@H:2]1[CH2:6][CH2:5][N:4]([C:7]2[CH:12]=[CH:11][CH:10]=[C:9]([C:13]([F:16])([F:15])[F:14])[C:8]=2[CH2:17][N:18]2[CH2:23][CH2:22][N:21]([C:24]([O:26][C:27]([CH3:30])([CH3:29])[CH3:28])=[O:25])[CH2:20][CH2:19]2)[CH2:3]1.[H-].[Na+].[CH2:33](Br)[C:34]#[CH:35]. The catalyst is CN(C=O)C. The product is [CH2:35]([O:1][C@H:2]1[CH2:6][CH2:5][N:4]([C:7]2[CH:12]=[CH:11][CH:10]=[C:9]([C:13]([F:16])([F:14])[F:15])[C:8]=2[CH2:17][N:18]2[CH2:19][CH2:20][N:21]([C:24]([O:26][C:27]([CH3:30])([CH3:29])[CH3:28])=[O:25])[CH2:22][CH2:23]2)[CH2:3]1)[C:34]#[CH:33]. The yield is 0.280.